Dataset: Experimentally validated miRNA-target interactions with 360,000+ pairs, plus equal number of negative samples. Task: Binary Classification. Given a miRNA mature sequence and a target amino acid sequence, predict their likelihood of interaction. (1) The miRNA is hsa-miR-4731-3p with sequence CACACAAGUGGCCCCCAACACU. The protein sequence of the target gene is MADDKVAILTDDEEEQKRKYVLADPFNGISREPEPPSNETPSSTETSAIPEEEIDWIEKHCVKINNDLLISKVFYFFFYSAYGSLYPLLPVYYKQLGMSPSQSGLLVGIRYFIEFCSAPFWGVVADRFKKGKIVLLFSLLCWVLFNLGIGFVKPATLRCVPKIRPTTHPTNASHQLTILPTNSSFTSFLTISPKMREKRNLLETRLNVSDTVTLPTAPNMNSEPTLQPQTGEITNRMMDLTLNSSTATPVSPGSVTKETTTVIVTTTKSLPSDQVMLVYDQQEVEAIFLVILVVVIIGEF.... Result: 1 (interaction). (2) The miRNA is hsa-miR-3937 with sequence ACAGGCGGCUGUAGCAAUGGGGG. The protein sequence of the target gene is MSNEVETSTTNGQPDQQAAPKAPSKKEKKKGSEKTDEYLLARFKGDGVKYKAKLIGIDDVPDARGDKMSQDSMMKLKGMAAAGRSQGQHKQRIWVNISLSGIKIIDEKTGVIEHEHPVNKISFIARDVTDNRAFGYVCGGEGQHQFFAIKTGQQAEPLVVDLKDLFQVIYNVKKKEEDKKKVEEANKAEENGSEALMTLDDQANKLKLGVDQMDLFGDMSTPPDLNSPTESKDILLVDLNSEIDTNQNSLRENPFLTNGVTSCSLPRPKPQASFLPENAFSANLNFFPTPNPDPFRDDPF.... Result: 0 (no interaction).